The task is: Binary Classification. Given a drug SMILES string, predict its activity (active/inactive) in a high-throughput screening assay against a specified biological target.. This data is from HIV replication inhibition screening data with 41,000+ compounds from the AIDS Antiviral Screen. (1) The molecule is Cc1nc(CC2C(CO[Si](C)(C)C(C)(C)C)OC(n3ccc(=O)[nH]c3=O)C2O[Si](C)(C)C(C)(C)C)no1. The result is 0 (inactive). (2) The drug is CC(=O)C(=CN1CC(=O)NC1=S)C(=O)Nc1ccc([N+](=O)[O-])cc1. The result is 0 (inactive). (3) The compound is CC(=O)NC(CCCCN(Cc1ccccc1)C(=O)N(CCCl)N=O)C(=O)NCc1ccccc1. The result is 0 (inactive). (4) The drug is Cn1c(=O)[nH]n(C2Cn3c(=O)n(C)c(=O)n3-c3ccccc32)c1=O. The result is 0 (inactive). (5) The drug is O=C(OC1=C(OC(=O)c2ccc(N=Nc3ccccc3)cc2)c2ccccc21)c1ccc(N=Nc2ccccc2)cc1. The result is 0 (inactive).